This data is from Forward reaction prediction with 1.9M reactions from USPTO patents (1976-2016). The task is: Predict the product of the given reaction. (1) Given the reactants O.NN.[CH3:4][O:5][C:6]1[C:15]2[C:14](=[O:16])[NH:13][C:12]([C:17]3[CH:36]=[C:35]([CH3:37])[C:20]([O:21][CH2:22][CH2:23][N:24]4C(=O)C5C(=CC=CC=5)C4=O)=[C:19]([CH3:38])[CH:18]=3)=[N:11][C:10]=2[N:9]=[C:8]([O:39][CH3:40])[CH:7]=1, predict the reaction product. The product is: [NH2:24][CH2:23][CH2:22][O:21][C:20]1[C:35]([CH3:37])=[CH:36][C:17]([C:12]2[NH:13][C:14](=[O:16])[C:15]3[C:6]([O:5][CH3:4])=[CH:7][C:8]([O:39][CH3:40])=[N:9][C:10]=3[N:11]=2)=[CH:18][C:19]=1[CH3:38]. (2) Given the reactants [CH3:1][C:2]1[C:7]([C:8]([C:10]2[C:11](=[O:23])[CH2:12][CH2:13][CH2:14][C:15]=2[S:16][C:17]2[CH:22]=[CH:21][CH:20]=[CH:19][CH:18]=2)=[O:9])=[CH:6][CH:5]=[C:4]([C:24]([F:27])([F:26])[F:25])[N:3]=1.C(OO)(=[O:30])C.C(OCC)(=O)C.[OH2:39], predict the reaction product. The product is: [C:17]1([S:16]([C:15]2[CH2:14][CH2:13][CH2:12][C:11](=[O:23])[C:10]=2[C:8]([C:7]2[C:2]([CH3:1])=[N:3][C:4]([C:24]([F:25])([F:27])[F:26])=[CH:5][CH:6]=2)=[O:9])(=[O:30])=[O:39])[CH:22]=[CH:21][CH:20]=[CH:19][CH:18]=1. (3) Given the reactants C(OC([N:8]1[CH2:17][CH:16]([O:18][CH2:19][CH3:20])[C:15]2[C:10](=[CH:11][C:12]([O:29][CH3:30])=[C:13]([O:21][CH2:22][C:23]3[CH:28]=[CH:27][CH:26]=[CH:25][CH:24]=3)[CH:14]=2)[CH2:9]1)=O)(C)(C)C.CO.C(Cl)(=O)C.C(Cl)Cl, predict the reaction product. The product is: [CH2:22]([O:21][C:13]1[CH:14]=[C:15]2[C:10](=[CH:11][C:12]=1[O:29][CH3:30])[CH2:9][NH:8][CH2:17][CH:16]2[O:18][CH2:19][CH3:20])[C:23]1[CH:28]=[CH:27][CH:26]=[CH:25][CH:24]=1. (4) Given the reactants Cl[C:2]1[N:7]=[C:6](Cl)[CH:5]=[C:4]([CH3:9])[N:3]=1.[F:10][C:11]1[CH:12]=[C:13]([CH:16]=[CH:17][C:18]=1[F:19])[CH2:14][NH2:15], predict the reaction product. The product is: [F:10][C:11]1[CH:12]=[C:13]([CH:16]=[CH:17][C:18]=1[F:19])[CH2:14][NH:15][C:2]1[N:7]=[C:6]([NH:15][CH2:14][C:13]2[CH:16]=[CH:17][C:18]([F:19])=[C:11]([F:10])[CH:12]=2)[CH:5]=[C:4]([CH3:9])[N:3]=1.